Dataset: Full USPTO retrosynthesis dataset with 1.9M reactions from patents (1976-2016). Task: Predict the reactants needed to synthesize the given product. Given the product [CH3:1][C:2]1[NH:3][C:4]2[C:5](=[O:16])[CH2:6][CH2:7][CH2:8][C:9]=2[C:10]=1[C:11]([OH:13])=[O:12], predict the reactants needed to synthesize it. The reactants are: [CH3:1][C:2]1[NH:3][C:4]2[C:5](=[O:16])[CH2:6][CH2:7][CH2:8][C:9]=2[C:10]=1[C:11]([O:13]CC)=[O:12].Cl.